Dataset: Reaction yield outcomes from USPTO patents with 853,638 reactions. Task: Predict the reaction yield, written as a fraction of the theoretical maximum amount of product (1.0 means a 100% yield; for example, 0.34 means a 34% yield). (1) The reactants are [F:1][C:2]1[CH:3]=[C:4]([OH:11])[CH:5]=[C:6]([F:10])[C:7]=1[CH2:8][OH:9].Cl[C:13]([F:18])([F:17])C([O-])=O.[Na+].C(=O)([O-])[O-].[Cs+].[Cs+].O. The catalyst is CN(C=O)C.C(OCC)(=O)C. The product is [F:17][CH:13]([F:18])[O:11][C:4]1[CH:3]=[C:2]([F:1])[C:7]([CH2:8][OH:9])=[C:6]([F:10])[CH:5]=1. The yield is 0.560. (2) The reactants are [F:1][C:2]1[CH:8]=[CH:7][CH:6]=[CH:5][C:3]=1[NH2:4].[Br:9][C:10]1[C:11]([F:21])=[C:12]([F:20])[C:13](F)=[C:14]([CH:18]=1)[C:15]([OH:17])=[O:16]. The catalyst is C1COCC1. The product is [Br:9][C:10]1[C:11]([F:21])=[C:12]([F:20])[C:13]([NH:4][C:3]2[CH:5]=[CH:6][CH:7]=[CH:8][C:2]=2[F:1])=[C:14]([CH:18]=1)[C:15]([OH:17])=[O:16]. The yield is 0.570.